From a dataset of Catalyst prediction with 721,799 reactions and 888 catalyst types from USPTO. Predict which catalyst facilitates the given reaction. (1) Reactant: [CH2:1]([NH:8][C:9]([N:11]1[C@H:16]2[CH2:17][N:18]([CH2:30][C:31]3[CH:36]=[CH:35][CH:34]=[C:33](F)[N:32]=3)[C:19](=[O:29])[C@H:20]([CH2:21][C:22]3[CH:27]=[CH:26][C:25]([OH:28])=[CH:24][CH:23]=3)[N:15]2[C:14](=[O:38])[CH2:13][N:12]1[CH2:39][CH:40]=[CH2:41])=[O:10])[C:2]1[CH:7]=[CH:6][CH:5]=[CH:4][CH:3]=1.CN1C(=O)CCC1.[NH:49]1[CH2:52][CH:51]([N:53]2[CH2:58][CH2:57][N:56]([CH2:59][CH3:60])[CH2:55][CH2:54]2)[CH2:50]1.C(C1C=CC=CC=1)C1C=CC=CC=1. Product: [CH2:1]([NH:8][C:9]([N:11]1[C@H:16]2[CH2:17][N:18]([CH2:30][C:31]3[CH:36]=[CH:35][CH:34]=[C:33]([N:49]4[CH2:52][CH:51]([N:53]5[CH2:58][CH2:57][N:56]([CH2:59][CH3:60])[CH2:55][CH2:54]5)[CH2:50]4)[N:32]=3)[C:19](=[O:29])[C@H:20]([CH2:21][C:22]3[CH:27]=[CH:26][C:25]([OH:28])=[CH:24][CH:23]=3)[N:15]2[C:14](=[O:38])[CH2:13][N:12]1[CH2:39][CH:40]=[CH2:41])=[O:10])[C:2]1[CH:7]=[CH:6][CH:5]=[CH:4][CH:3]=1. The catalyst class is: 6. (2) Reactant: C([BH-](C(CC)C)C(CC)C)(CC)C.[Li+].[CH2:15]([C:17]([C:35]1[CH:48]=[CH:47][C:38]([O:39][CH2:40][C:41](=[O:46])[C:42]([CH3:45])([CH3:44])[CH3:43])=[C:37]([CH3:49])[CH:36]=1)([C:20]1[CH:25]=[CH:24][C:23]([B:26]2[O:30][C:29]([CH3:32])([CH3:31])[C:28]([CH3:34])([CH3:33])[O:27]2)=[CH:22][CH:21]=1)[CH2:18][CH3:19])[CH3:16].C(=O)(O)[O-].[Na+]. Product: [CH2:15]([C:17]([C:35]1[CH:48]=[CH:47][C:38]([O:39][CH2:40][CH:41]([OH:46])[C:42]([CH3:45])([CH3:44])[CH3:43])=[C:37]([CH3:49])[CH:36]=1)([C:20]1[CH:25]=[CH:24][C:23]([B:26]2[O:27][C:28]([CH3:33])([CH3:34])[C:29]([CH3:31])([CH3:32])[O:30]2)=[CH:22][CH:21]=1)[CH2:18][CH3:19])[CH3:16]. The catalyst class is: 7.